From a dataset of Full USPTO retrosynthesis dataset with 1.9M reactions from patents (1976-2016). Predict the reactants needed to synthesize the given product. (1) Given the product [N:29]1[N:30]=[C:31]([C:38]2[CH:47]=[CH:46][C:45]3[C:40](=[C:41]([O:9][C@H:8]4[C@H:2]([F:1])[CH2:3][CH2:4][N:5]([C:22]([O:24][C:25]([CH3:26])([CH3:27])[CH3:28])=[O:23])[CH2:6][CH2:7]4)[CH:42]=[C:43]([F:48])[CH:44]=3)[N:39]=2)[N:32]2[CH:37]=[CH:36][CH:35]=[CH:34][C:33]=12, predict the reactants needed to synthesize it. The reactants are: [F:1][C@H:2]1[C@@H:8]([O:9]S(C2C=CC([N+]([O-])=O)=CC=2)(=O)=O)[CH2:7][CH2:6][N:5]([C:22]([O:24][C:25]([CH3:28])([CH3:27])[CH3:26])=[O:23])[CH2:4][CH2:3]1.[N:29]1[N:30]=[C:31]([C:38]2[CH:47]=[CH:46][C:45]3[C:40](=[C:41](O)[CH:42]=[C:43]([F:48])[CH:44]=3)[N:39]=2)[N:32]2[CH:37]=[CH:36][CH:35]=[CH:34][C:33]=12.C(N=C(N(C)C)N(C)C)(C)(C)C. (2) Given the product [Cl:1][C:2]1[CH:7]=[N:6][C:5]([C:8]2[CH:13]=[CH:12][C:11]([CH:14]([NH:21][C:22]3[CH:23]=[CH:24][C:25]([C:26]([N:32]4[CH2:37][CH2:36][CH2:35][C@@H:34]([C:38]([O:40][CH2:41][CH3:42])=[O:39])[CH2:33]4)=[O:27])=[CH:29][CH:30]=3)[CH2:15][CH2:16][C:17]([F:19])([F:18])[F:20])=[C:10]([CH3:31])[CH:9]=2)=[N:4][CH:3]=1, predict the reactants needed to synthesize it. The reactants are: [Cl:1][C:2]1[CH:3]=[N:4][C:5]([C:8]2[CH:13]=[CH:12][C:11]([CH:14]([NH:21][C:22]3[CH:30]=[CH:29][C:25]([C:26](O)=[O:27])=[CH:24][CH:23]=3)[CH2:15][CH2:16][C:17]([F:20])([F:19])[F:18])=[C:10]([CH3:31])[CH:9]=2)=[N:6][CH:7]=1.[NH:32]1[CH2:37][CH2:36][CH2:35][C@@H:34]([C:38]([O:40][CH2:41][CH3:42])=[O:39])[CH2:33]1.O.ON1C2C=CC=CC=2N=N1.Cl.C(N=C=NCCCN(C)C)C.C(N(C(C)C)CC)(C)C.